Predict which catalyst facilitates the given reaction. From a dataset of Catalyst prediction with 721,799 reactions and 888 catalyst types from USPTO. (1) Reactant: [Br-].[C:2]([O:6][C:7]([CH2:9][C:10]1[CH:19]=[CH:18][CH:17]=[C:16]2[C:11]=1[CH:12]=[CH:13][N+:14]([CH2:20][CH:21]1[CH2:23][CH2:22]1)=[CH:15]2)=[O:8])([CH3:5])([CH3:4])[CH3:3].O.[BH4-].[Na+]. Product: [C:2]([O:6][C:7](=[O:8])[CH2:9][C:10]1[CH:19]=[CH:18][CH:17]=[C:16]2[C:11]=1[CH2:12][CH2:13][N:14]([CH2:20][CH:21]1[CH2:23][CH2:22]1)[CH2:15]2)([CH3:5])([CH3:3])[CH3:4]. The catalyst class is: 5. (2) Reactant: [CH3:1][C:2]1[CH:7]=[C:6]([O:8][C:9]2[CH:14]=[CH:13][C:12]([C:15]([F:18])([F:17])[F:16])=[CH:11][CH:10]=2)[CH:5]=[C:4]([CH3:19])[C:3]=1[C:20](=[O:22])[CH3:21].[Br-:23].[Br-].[Br-].C([N+](CCCC)(CCCC)CCCC)CCC.C([N+](CCCC)(CCCC)CCCC)CCC.C([N+](CCCC)(CCCC)CCCC)CCC. Product: [Br:23][CH2:21][C:20]([C:3]1[C:2]([CH3:1])=[CH:7][C:6]([O:8][C:9]2[CH:14]=[CH:13][C:12]([C:15]([F:16])([F:17])[F:18])=[CH:11][CH:10]=2)=[CH:5][C:4]=1[CH3:19])=[O:22]. The catalyst class is: 10. (3) Reactant: [CH:1]1([CH:8]=[C:9]2[CH2:13][C:12](=[O:14])[CH:11]([C:15]3[C:20]([CH3:21])=[CH:19][C:18]([CH3:22])=[CH:17][C:16]=3[CH3:23])[C:10]2=[O:24])[CH2:7][CH2:6][CH2:5][CH2:4][CH2:3][CH2:2]1. Product: [CH:1]1([CH2:8][CH:9]2[CH2:13][C:12](=[O:14])[CH:11]([C:15]3[C:20]([CH3:21])=[CH:19][C:18]([CH3:22])=[CH:17][C:16]=3[CH3:23])[C:10]2=[O:24])[CH2:2][CH2:3][CH2:4][CH2:5][CH2:6][CH2:7]1. The catalyst class is: 19. (4) Reactant: Cl[C:2]1[C:3]([Cl:22])=[CH:4][C:5]2[N:10]3[CH:11]=[N:12][N:13]=[C:9]3[C:8]([N:14]3[CH2:19][CH2:18][N:17]([CH3:20])[CH2:16][CH2:15]3)=[N:7][C:6]=2[N:21]=1.[CH3:23][CH2:24][O-:25].[Na+]. Product: [Cl:22][C:3]1[C:2]([O:25][CH2:24][CH3:23])=[N:21][C:6]2[N:7]=[C:8]([N:14]3[CH2:19][CH2:18][N:17]([CH3:20])[CH2:16][CH2:15]3)[C:9]3[N:10]([CH:11]=[N:12][N:13]=3)[C:5]=2[CH:4]=1. The catalyst class is: 14. (5) Reactant: [CH:1]([C:3]1[CH:4]=[C:5]([CH:11]=[CH:12][CH:13]=1)[O:6][CH2:7][C:8]([OH:10])=[O:9])=[O:2].[C:14](=O)([O-])[O-].[K+].[K+].CI. Product: [CH3:14][O:9][C:8](=[O:10])[CH2:7][O:6][C:5]1[CH:11]=[CH:12][CH:13]=[C:3]([CH:1]=[O:2])[CH:4]=1. The catalyst class is: 18.